This data is from Full USPTO retrosynthesis dataset with 1.9M reactions from patents (1976-2016). The task is: Predict the reactants needed to synthesize the given product. Given the product [CH3:17][CH:18]1[CH2:23][CH2:22][CH2:21][CH2:20][CH:19]1[NH:24][C:2]1[C:3]2[N:4]([CH:10]=[C:11]([N+:13]([O-:15])=[O:14])[CH:12]=2)[N:5]=[CH:6][C:7]=1[C:8]#[N:9], predict the reactants needed to synthesize it. The reactants are: Cl[C:2]1[C:3]2[N:4]([CH:10]=[C:11]([N+:13]([O-:15])=[O:14])[CH:12]=2)[N:5]=[CH:6][C:7]=1[C:8]#[N:9].Cl.[CH3:17][CH:18]1[CH2:23][CH2:22][CH2:21][CH2:20][CH:19]1[NH2:24].